Task: Predict the product of the given reaction.. Dataset: Forward reaction prediction with 1.9M reactions from USPTO patents (1976-2016) (1) Given the reactants [Cl-].[NH4+].Cl.C([N:6]=C=NCCCN(C)C)C.O.ON1C2C=CC=CC=2N=N1.[C:26]([O:30][C:31]([NH:33][C@@H:34]1[CH2:39][CH2:38][CH2:37][N:36]([C:40]2[C:53]([CH2:54][C:55]3[CH:60]=[CH:59][CH:58]=[CH:57][C:56]=3[Cl:61])=[C:43]3[C:44](=[O:52])[N:45]([CH3:51])[C:46]([C:48]([OH:50])=O)=[CH:47][N:42]3[N:41]=2)[CH2:35]1)=[O:32])([CH3:29])([CH3:28])[CH3:27].C(=O)([O-])O.[Na+], predict the reaction product. The product is: [NH2:6][C:48]([C:46]1[N:45]([CH3:51])[C:44](=[O:52])[C:43]2[N:42]([N:41]=[C:40]([N:36]3[CH2:37][CH2:38][CH2:39][C@@H:34]([NH:33][C:31](=[O:32])[O:30][C:26]([CH3:27])([CH3:28])[CH3:29])[CH2:35]3)[C:53]=2[CH2:54][C:55]2[CH:60]=[CH:59][CH:58]=[CH:57][C:56]=2[Cl:61])[CH:47]=1)=[O:50]. (2) Given the reactants C(OC([N:8]1[CH2:16][C:15]2[C:10](=[CH:11][C:12]([C:20]([F:23])([F:22])[F:21])=[C:13]([S:17][CH2:18][CH3:19])[CH:14]=2)[CH2:9]1)=O)(C)(C)C.[ClH:24], predict the reaction product. The product is: [ClH:24].[CH2:18]([S:17][C:13]1[CH:14]=[C:15]2[C:10](=[CH:11][C:12]=1[C:20]([F:23])([F:21])[F:22])[CH2:9][NH:8][CH2:16]2)[CH3:19].